Dataset: Forward reaction prediction with 1.9M reactions from USPTO patents (1976-2016). Task: Predict the product of the given reaction. (1) Given the reactants [CH3:1][N:2]([CH2:4][C:5]1[CH:6]=[C:7]2[C:11](=[CH:12][CH:13]=1)[NH:10][C:9]([C:14]([F:17])([F:16])[F:15])=[C:8]2[CH2:18][C:19]([NH2:21])=[O:20])[CH3:3].C[O:23][C:24](=O)[C:25]([C:27]1[C:35]2[C:30](=[CH:31][CH:32]=[CH:33][CH:34]=2)[NH:29][CH:28]=1)=O.CC([O-])(C)C.[K+].C1CCN2C(=NCCC2)CC1, predict the reaction product. The product is: [CH3:1][N:2]([CH2:4][C:5]1[CH:6]=[C:7]2[C:11](=[CH:12][CH:13]=1)[NH:10][C:9]([C:14]([F:16])([F:15])[F:17])=[C:8]2[C:18]1[C:19](=[O:20])[NH:21][C:24](=[O:23])[C:25]=1[C:27]1[C:35]2[C:30](=[CH:31][CH:32]=[CH:33][CH:34]=2)[NH:29][CH:28]=1)[CH3:3]. (2) Given the reactants [CH3:1][O:2][C:3]1[CH:17]=[C:16]([O:18][CH3:19])[CH:15]=[CH:14][C:4]=1[CH2:5][NH:6][C:7](=[O:13])[C:8]([O:10]CC)=O.[CH3:20][C:21]1[CH:22]=[CH:23][C:24]([CH2:27][CH2:28][NH2:29])=[N:25][CH:26]=1.C(N(CC)CC)C, predict the reaction product. The product is: [CH3:1][O:2][C:3]1[CH:17]=[C:16]([O:18][CH3:19])[CH:15]=[CH:14][C:4]=1[CH2:5][NH:6][C:7](=[O:13])[C:8]([NH:29][CH2:28][CH2:27][C:24]1[CH:23]=[CH:22][C:21]([CH3:20])=[CH:26][N:25]=1)=[O:10]. (3) The product is: [N:44]([CH2:6][CH2:7][O:8][C@@H:9]1[C@H:16]2[O:15][C:14]([CH3:18])([CH3:17])[O:13][C@H:12]2[C@H:11]([N:19]2[C:23]3[N:24]=[C:25]([S:40][CH2:41][CH2:42][CH3:43])[N:26]=[C:27]([NH:28][C@@H:29]4[CH2:31][C@H:30]4[C:32]4[CH:37]=[CH:36][C:35]([F:38])=[C:34]([F:39])[CH:33]=4)[C:22]=3[N:21]=[N:20]2)[CH2:10]1)=[N+:45]=[N-:46]. Given the reactants CS(O[CH2:6][CH2:7][O:8][C@@H:9]1[C@@H:16]2[C@@H:12]([O:13][C:14]([CH3:18])([CH3:17])[O:15]2)[C@H:11]([N:19]2[C:23]3[N:24]=[C:25]([S:40][CH2:41][CH2:42][CH3:43])[N:26]=[C:27]([NH:28][C@@H:29]4[CH2:31][C@H:30]4[C:32]4[CH:37]=[CH:36][C:35]([F:38])=[C:34]([F:39])[CH:33]=4)[C:22]=3[N:21]=[N:20]2)[CH2:10]1)(=O)=O.[N-:44]=[N+:45]=[N-:46].[Na+].O, predict the reaction product.